From a dataset of Full USPTO retrosynthesis dataset with 1.9M reactions from patents (1976-2016). Predict the reactants needed to synthesize the given product. (1) Given the product [CH3:1][O:2][C:3](=[O:26])[CH2:4][CH2:5][S:6][CH2:7][C:8]1[CH:13]=[CH:12][C:11]([C:14]2[O:18][N:17]=[CH:16][C:15]=2[C:19]([OH:21])=[O:20])=[CH:10][CH:9]=1, predict the reactants needed to synthesize it. The reactants are: [CH3:1][O:2][C:3](=[O:26])[CH2:4][CH2:5][S:6][CH2:7][C:8]1[CH:13]=[CH:12][C:11]([C:14]2[O:18][N:17]=[CH:16][C:15]=2[C:19]([O:21]C(C)(C)C)=[O:20])=[CH:10][CH:9]=1.Cl. (2) Given the product [CH2:21]([CH:23]([CH2:27][CH3:28])[CH2:24][CH2:25][NH:26][CH2:1][C:3]1[CH:18]=[CH:17][C:6]([O:7][C:8]2[N:9]=[CH:10][C:11]([C:14]([NH2:16])=[O:15])=[N:12][CH:13]=2)=[C:5]([O:19][CH3:20])[CH:4]=1)[CH3:22], predict the reactants needed to synthesize it. The reactants are: [CH:1]([C:3]1[CH:18]=[CH:17][C:6]([O:7][C:8]2[N:9]=[CH:10][C:11]([C:14]([NH2:16])=[O:15])=[N:12][CH:13]=2)=[C:5]([O:19][CH3:20])[CH:4]=1)=O.[CH2:21]([CH:23]([CH2:27][CH3:28])[CH2:24][CH2:25][NH2:26])[CH3:22].[BH4-].[Na+]. (3) Given the product [CH3:27][C:5]1[C:4]([C:1]([NH2:2])=[O:3])=[N:9][C:8]([C:10]2[CH:11]=[CH:12][C:13]([C@H:16]3[CH2:17][CH2:18][C@H:19]([CH2:22][C:23]([NH:44][S:41]([CH3:40])(=[O:43])=[O:42])=[O:24])[CH2:20][CH2:21]3)=[CH:14][CH:15]=2)=[C:7]([CH3:26])[N:6]=1, predict the reactants needed to synthesize it. The reactants are: [C:1]([C:4]1[N:9]=[C:8]([C:10]2[CH:15]=[CH:14][C:13]([C@H:16]3[CH2:21][CH2:20][C@H:19]([CH2:22][C:23](O)=[O:24])[CH2:18][CH2:17]3)=[CH:12][CH:11]=2)[C:7]([CH3:26])=[N:6][C:5]=1[CH3:27])(=[O:3])[NH2:2].CCN=C=NCCCN(C)C.Cl.[CH3:40][S:41]([NH2:44])(=[O:43])=[O:42]. (4) Given the product [NH2:8][C@@H:9]1[CH2:13][CH2:12][C@@:11]([CH3:15])([OH:14])[C@@:10]1([F:17])[CH3:16], predict the reactants needed to synthesize it. The reactants are: C([NH:8][CH:9]1[CH2:13][CH2:12][C:11]([CH3:15])([OH:14])[C:10]1([F:17])[CH3:16])C1C=CC=CC=1.Cl.